From a dataset of Full USPTO retrosynthesis dataset with 1.9M reactions from patents (1976-2016). Predict the reactants needed to synthesize the given product. (1) Given the product [CH2:1]([O:2][C:3]([C:5]1[CH:6]=[C:7]([O:15][C:16]2[CH:17]=[CH:18][C:19]([S:22]([CH3:25])(=[O:24])=[O:23])=[CH:20][CH:21]=2)[C:8]2[CH:11]=[CH:12][O:13][C:9]=2[CH:10]=1)=[O:4])[CH3:26], predict the reactants needed to synthesize it. The reactants are: [CH3:1][O:2][C:3]([C:5]1[CH:6]=[C:7]([O:15][C:16]2[CH:21]=[CH:20][C:19]([S:22]([CH3:25])(=[O:24])=[O:23])=[CH:18][CH:17]=2)[CH:8]=[C:9]2[O:13][CH:12](C)[CH2:11][C:10]=12)=[O:4].[CH3:26]S(C1C=CC(F)=CC=1)(=O)=O.C([O-])([O-])=O.[Cs+].[Cs+].C(OC(C1C=C(O)C2C=COC=2C=1)=O)C. (2) Given the product [CH3:24][C:22]([S@@:25]([NH:27][C@:28]([C:33]1[CH:34]=[CH:35][C:36]([O:39][CH2:40][CH2:41][CH2:42][CH2:43][CH2:44][C:45]([F:48])([F:46])[F:47])=[CH:37][CH:38]=1)([CH2:8][C:7](=[O:9])[C:4]1[CH:5]=[CH:6][C:1]([CH3:10])=[CH:2][CH:3]=1)[C:29]([F:30])([F:32])[F:31])=[O:26])([CH3:21])[CH3:23], predict the reactants needed to synthesize it. The reactants are: [C:1]1([CH3:10])[CH:6]=[CH:5][C:4]([C:7](=[O:9])[CH3:8])=[CH:3][CH:2]=1.C[Si]([N-][Si](C)(C)C)(C)C.[Li+].[CH3:21][C:22]([S@@:25](/[N:27]=[C:28](\[C:33]1[CH:38]=[CH:37][C:36]([O:39][CH2:40][CH2:41][CH2:42][CH2:43][CH2:44][C:45]([F:48])([F:47])[F:46])=[CH:35][CH:34]=1)/[C:29]([F:32])([F:31])[F:30])=[O:26])([CH3:24])[CH3:23]. (3) Given the product [CH3:1][NH:2][CH2:5][CH2:6][CH2:7][S:17][CH2:18][CH2:19][CH2:20][C:21]([F:27])([F:26])[C:22]([F:25])([F:24])[F:23], predict the reactants needed to synthesize it. The reactants are: [CH3:1][NH2:2].IC[CH2:5][CH2:6][CH:7]([S:17][CH:18](CCCI)[CH2:19][CH2:20][C:21]([F:27])([F:26])[C:22]([F:25])([F:24])[F:23])CCC(F)(F)C(F)(F)F. (4) Given the product [N+:3]([C:6]1[CH:16]=[CH:15][C:9]([O:10][CH2:11][CH2:12][CH:13]=[O:14])=[CH:8][CH:7]=1)([O-:5])=[O:4], predict the reactants needed to synthesize it. The reactants are: [Na+].[Br-].[N+:3]([C:6]1[CH:16]=[CH:15][C:9]([O:10][CH2:11][CH2:12][CH2:13][OH:14])=[CH:8][CH:7]=1)([O-:5])=[O:4].[O-]Cl.[Na+].O. (5) Given the product [CH3:1][N:2]1[C:6]([Cl:7])=[C:5]([C:8]([O:21][C:33](=[O:38])[C:34]([CH3:37])([CH3:36])[CH3:35])=[C:9]([C:12]2[S:13][CH:14]=[C:15]([C:17]([CH3:20])([CH3:19])[CH3:18])[N:16]=2)[C:10]#[N:11])[C:4]([C:22]([F:25])([F:23])[F:24])=[N:3]1, predict the reactants needed to synthesize it. The reactants are: [CH3:1][N:2]1[C:6]([Cl:7])=[C:5]([C:8]([OH:21])=[C:9]([C:12]2[S:13][CH:14]=[C:15]([C:17]([CH3:20])([CH3:19])[CH3:18])[N:16]=2)[C:10]#[N:11])[C:4]([C:22]([F:25])([F:24])[F:23])=[N:3]1.C(N(CC)CC)C.[C:33](Cl)(=[O:38])[C:34]([CH3:37])([CH3:36])[CH3:35]. (6) Given the product [C:1]1([S:7]([NH:10][CH2:11][C:12]2[CH2:18][N:17]([CH2:19][C:20](=[O:31])[NH:21][CH:22]3[CH2:26][C:25](=[O:27])[O:24][CH:23]3[OH:28])[C:16](=[O:32])[CH:15]([NH:33][C:34]([C:36]3[C:45]4[C:40](=[CH:41][CH:42]=[CH:43][CH:44]=4)[CH:39]=[CH:38][N:37]=3)=[O:35])[CH2:14][CH:13]=2)(=[O:9])=[O:8])[CH:6]=[CH:5][CH:4]=[CH:3][CH:2]=1, predict the reactants needed to synthesize it. The reactants are: [C:1]1([S:7]([NH:10][CH2:11][C:12]2[CH2:18][N:17]([CH2:19][C:20](=[O:31])[NH:21][CH:22]3[CH2:26][C:25](=[O:27])[O:24][CH:23]3[O:28]CC)[C:16](=[O:32])[CH:15]([NH:33][C:34]([C:36]3[C:45]4[C:40](=[CH:41][CH:42]=[CH:43][CH:44]=4)[CH:39]=[CH:38][N:37]=3)=[O:35])[CH2:14][CH:13]=2)(=[O:9])=[O:8])[CH:6]=[CH:5][CH:4]=[CH:3][CH:2]=1.FC(F)(F)C(O)=O. (7) Given the product [CH3:9][O:8][C:6]([C:5]1[CH:4]=[C:3]([C:1]#[C:2][C:25]2[C:26]([C:27]([F:29])([F:28])[F:30])=[CH:21][N:22]=[C:23]([NH:31][C:32]3[CH:33]=[CH:34][C:35]([N:38]4[CH2:39][CH2:40][N:41]([C:44]([O:46][C:47]([CH3:50])([CH3:49])[CH3:48])=[O:45])[CH2:42][CH2:43]4)=[CH:36][CH:37]=3)[N:24]=2)[CH:12]=[CH:11][CH:10]=1)=[O:7], predict the reactants needed to synthesize it. The reactants are: [C:1]([C:3]1[CH:4]=[C:5]([CH:10]=[CH:11][CH:12]=1)[C:6]([O:8][CH3:9])=[O:7])#[CH:2].C(N(CC)CC)C.Cl[C:21]1[C:26]([C:27]([F:30])([F:29])[F:28])=[CH:25][N:24]=[C:23]([NH:31][C:32]2[CH:37]=[CH:36][C:35]([N:38]3[CH2:43][CH2:42][N:41]([C:44]([O:46][C:47]([CH3:50])([CH3:49])[CH3:48])=[O:45])[CH2:40][CH2:39]3)=[CH:34][CH:33]=2)[N:22]=1.C1(P(C2C=CC=CC=2)C2C=CC=CC=2)C=CC=CC=1. (8) Given the product [NH2:1][CH2:2][CH2:4][C:5]1[CH:21]=[CH:20][CH:19]=[CH:18][C:6]=1[O:7][C:8]([CH3:16])([CH3:17])[C:9]([O:11][C:12]([CH3:13])([CH3:14])[CH3:15])=[O:10], predict the reactants needed to synthesize it. The reactants are: [NH2:1][C:2]([CH2:4][C:5]1[CH:21]=[CH:20][CH:19]=[CH:18][C:6]=1[O:7][C:8]([CH3:17])([CH3:16])[C:9]([O:11][C:12]([CH3:15])([CH3:14])[CH3:13])=[O:10])=O.Cl.C(N)C.C(OCC)(=O)C. (9) The reactants are: C([N:8]1[C@@H:13]2[C:14](=[O:16])[CH2:15][C@@:9]1([C:33]1[CH:38]=[CH:37][CH:36]=[CH:35][CH:34]=1)[C@H:10]([O:17][CH2:18][C:19]1[CH:24]=[C:23]([C:25]([F:28])([F:27])[F:26])[CH:22]=[C:21]([C:29]([F:32])([F:31])[F:30])[CH:20]=1)[CH2:11][CH2:12]2)C1C=CC=CC=1. Given the product [F:28][C:25]([F:26])([F:27])[C:23]1[CH:24]=[C:19]([CH2:18][O:17][C@@H:10]2[CH2:11][CH2:12][C@@H:13]3[NH:8][C@@:9]2([C:33]2[CH:38]=[CH:37][CH:36]=[CH:35][CH:34]=2)[CH2:15][C:14]3=[O:16])[CH:20]=[C:21]([C:29]([F:30])([F:31])[F:32])[CH:22]=1, predict the reactants needed to synthesize it. (10) Given the product [C:45]([C:47]1[CH:55]=[C:54]([CH3:56])[C:50]([C:51]([NH:1][CH2:2][CH2:3][CH:4]([N:6]2[CH2:7][CH2:8][CH:9]([N:12]([CH2:18][C:19]3[CH:23]=[CH:22][S:21][CH:20]=3)[C:13]([NH:15][CH3:24])=[O:14])[CH2:10][CH2:11]2)[CH3:5])=[O:52])=[C:49]([CH3:57])[N:48]=1)#[N:46], predict the reactants needed to synthesize it. The reactants are: [NH2:1][CH2:2][CH2:3][CH:4]([N:6]1[CH2:11][CH2:10][CH:9]([N:12]([CH2:18][C:19]2[CH:23]=[CH:22][S:21][CH:20]=2)[C:13]([NH:15]OC)=[O:14])[CH2:8][CH2:7]1)[CH3:5].[CH3:24]CN=C=NCCCN(C)C.C1C=CC2N(O)N=NC=2C=1.[C:45]([C:47]1[CH:55]=[C:54]([CH3:56])[C:50]([C:51](O)=[O:52])=[C:49]([CH3:57])[N:48]=1)#[N:46].CCN(C(C)C)C(C)C.